From a dataset of Full USPTO retrosynthesis dataset with 1.9M reactions from patents (1976-2016). Predict the reactants needed to synthesize the given product. (1) Given the product [CH3:1][N:2]1[C:3]([C@@H:5]2[CH2:10][CH2:9][CH2:8][C@H:7]([C:11]([O:13][CH3:14])=[O:12])[CH2:6]2)=[N:17][N:16]=[N:15]1, predict the reactants needed to synthesize it. The reactants are: [CH3:1][NH:2][C:3]([C@@H:5]1[CH2:10][CH2:9][CH2:8][C@H:7]([C:11]([O:13][CH3:14])=[O:12])[CH2:6]1)=O.[N-:15]=[N+:16]=[N-:17].[Na+].FC(F)(F)S(OS(C(F)(F)F)(=O)=O)(=O)=O.C(=O)(O)[O-].[Na+]. (2) Given the product [OH:17][CH:2]([CH2:6][CH2:7][CH2:8][CH2:9][CH2:10][CH2:11][CH3:12])[C:3]([OH:5])=[O:4], predict the reactants needed to synthesize it. The reactants are: Br[CH:2]([CH2:6][CH2:7][CH2:8][CH2:9][CH2:10][CH2:11][CH3:12])[C:3]([OH:5])=[O:4].[OH-].[K+].CC(C)=[O:17]. (3) The reactants are: [CH3:1][OH:2].[O:3]1[CH:5]([CH2:6][CH2:7][CH2:8][CH2:9][CH2:10][CH2:11][CH2:12][CH2:13][CH2:14][CH3:15])[CH2:4]1. Given the product [CH3:1][O:2][CH2:4][CH:5]([OH:3])[CH2:6][CH2:7][CH2:8][CH2:9][CH2:10][CH2:11][CH2:12][CH2:13][CH2:14][CH3:15], predict the reactants needed to synthesize it. (4) The reactants are: I[CH2:2][CH2:3][C@H:4]([O:11][C:12]1[C:20]2[S:19][C:18]([C:21]#[N:22])=[CH:17][C:16]=2[CH:15]=[CH:14][CH:13]=1)[C:5]1[CH:10]=[CH:9][CH:8]=[CH:7][CH:6]=1.[CH3:23][NH2:24].[C:25]([OH:32])(=[O:31])/[CH:26]=[CH:27]/[C:28]([OH:30])=[O:29]. Given the product [C:25]([OH:32])(=[O:31])/[CH:26]=[CH:27]/[C:28]([OH:30])=[O:29].[S:19]1[C:20]2[C:12]([O:11][C@H:4]([C:5]3[CH:10]=[CH:9][CH:8]=[CH:7][CH:6]=3)[CH2:3][CH2:2][NH:24][CH3:23])=[CH:13][CH:14]=[CH:15][C:16]=2[CH:17]=[C:18]1[C:21]#[N:22], predict the reactants needed to synthesize it. (5) The reactants are: [F:1][C:2]1[C:7]([F:8])=[C:6]([F:9])[CH:5]=[CH:4][C:3]=1[OH:10].[CH:11]1[CH:16]=[CH:15][C:14]([CH2:17]Br)=[CH:13][CH:12]=1.C(Cl)C1C=CC=CC=1.C([O-])([O-])=O.[Na+].[Na+].C([O-])([O-])=O.[K+].[K+].C([O-])(O)=O.[Na+].CC([O-])(C)C.[K+].C(O[Na])(C)(C)C.S1(CCCC1)(=O)=O. Given the product [CH2:17]([O:10][C:3]1[CH:4]=[CH:5][C:6]([F:9])=[C:7]([F:8])[C:2]=1[F:1])[C:14]1[CH:15]=[CH:16][CH:11]=[CH:12][CH:13]=1, predict the reactants needed to synthesize it. (6) Given the product [F:7][CH2:8][CH2:9][N:11]1[CH2:16][CH2:15][N:14]([C:17]2[C:26]3[N:25]=[C:24]([C:27]([F:30])([F:29])[F:28])[S:23][C:22]=3[NH:21][C:20]3[CH:31]=[CH:32][CH:33]=[CH:34][C:19]=3[N:18]=2)[CH2:13][C@@H:12]1[CH2:35][CH2:36][O:37][CH3:38], predict the reactants needed to synthesize it. The reactants are: B.O1CCCC1.[F:7][CH2:8][C:9]([N:11]1[CH2:16][CH2:15][N:14]([C:17]2[C:26]3[N:25]=[C:24]([C:27]([F:30])([F:29])[F:28])[S:23][C:22]=3[NH:21][C:20]3[CH:31]=[CH:32][CH:33]=[CH:34][C:19]=3[N:18]=2)[CH2:13][C@@H:12]1[CH2:35][CH2:36][O:37][CH3:38])=O.CO.C(N)CN. (7) Given the product [F:29][C:26]1[CH:27]=[CH:28][C:23]([C:22]2[C:17]([N:14]3[CH2:13][CH2:12][N:11]([CH2:10][CH2:9][NH:7][CH3:6])[CH2:16][CH2:15]3)=[N:18][CH:19]=[CH:20][N:21]=2)=[CH:24][CH:25]=1, predict the reactants needed to synthesize it. The reactants are: C(O[C:6](=O)[N:7]([CH2:9][CH2:10][N:11]1[CH2:16][CH2:15][N:14]([C:17]2[C:22]([C:23]3[CH:28]=[CH:27][C:26]([F:29])=[CH:25][CH:24]=3)=[N:21][CH:20]=[CH:19][N:18]=2)[CH2:13][CH2:12]1)C)(C)(C)C.FC(F)(F)C(O)=O.